From a dataset of Peptide-MHC class I binding affinity with 185,985 pairs from IEDB/IMGT. Regression. Given a peptide amino acid sequence and an MHC pseudo amino acid sequence, predict their binding affinity value. This is MHC class I binding data. (1) The peptide sequence is FFRKLVLTNK. The MHC is HLA-A11:01 with pseudo-sequence HLA-A11:01. The binding affinity (normalized) is 0.449. (2) The peptide sequence is MHEDIISLW. The MHC is HLA-A31:01 with pseudo-sequence HLA-A31:01. The binding affinity (normalized) is 0. (3) The peptide sequence is TTLSRHIFMA. The MHC is HLA-A02:01 with pseudo-sequence HLA-A02:01. The binding affinity (normalized) is 0.447. (4) The peptide sequence is IGKMNKHYK. The MHC is HLA-B15:17 with pseudo-sequence HLA-B15:17. The binding affinity (normalized) is 0.0847.